Dataset: CYP2C19 inhibition data for predicting drug metabolism from PubChem BioAssay. Task: Regression/Classification. Given a drug SMILES string, predict its absorption, distribution, metabolism, or excretion properties. Task type varies by dataset: regression for continuous measurements (e.g., permeability, clearance, half-life) or binary classification for categorical outcomes (e.g., BBB penetration, CYP inhibition). Dataset: cyp2c19_veith. (1) The drug is Cc1ccc(S(=O)(=O)c2c(C)nn(C(C)(C)C)c2OC(=O)c2cccs2)cc1. The result is 1 (inhibitor). (2) The drug is CS(=O)(=O)O.NC(=Nc1ccccc1)NC(=O)c1nc(Cl)c(N)nc1N. The result is 0 (non-inhibitor). (3) The molecule is COc1ccccc1CN1CCCC2(CCN(C(=O)Oc3ccccc3)CC2)C1. The result is 0 (non-inhibitor).